From a dataset of Full USPTO retrosynthesis dataset with 1.9M reactions from patents (1976-2016). Predict the reactants needed to synthesize the given product. (1) The reactants are: [Cl:1][C:2]1[CH:3]=[C:4]([OH:28])[CH:5]=[CH:6][C:7]=1[C:8]1[N:12]=[C:11]([C:13]23[CH2:20][CH2:19][C:16]([CH2:21][CH2:22][CH2:23][CH:24]([OH:26])[CH3:25])([CH2:17][CH2:18]2)[CH2:15][CH2:14]3)[N:10](C)[N:9]=1.[CH3:29][N+]1([O-])CCOCC1. Given the product [Cl:1][C:2]1[CH:3]=[C:4]([OH:28])[CH:5]=[CH:6][C:7]=1[C:8]1[N:12]([CH3:29])[C:11]([C:13]23[CH2:18][CH2:17][C:16]([CH2:21][CH2:22][CH2:23][C:24](=[O:26])[CH3:25])([CH2:15][CH2:14]2)[CH2:19][CH2:20]3)=[N:10][N:9]=1, predict the reactants needed to synthesize it. (2) Given the product [CH2:11]([N:9]1[C:10]2[C:6](=[CH:5][CH:4]=[CH:3][C:2]=2[B:14]2[O:18][C:17]([CH3:20])([CH3:19])[C:16]([CH3:22])([CH3:21])[O:15]2)[C:7]([NH2:13])=[N:8]1)[CH3:12], predict the reactants needed to synthesize it. The reactants are: Br[C:2]1[CH:3]=[CH:4][CH:5]=[C:6]2[C:10]=1[N:9]([CH2:11][CH3:12])[N:8]=[C:7]2[NH2:13].[B:14]1([B:14]2[O:18][C:17]([CH3:20])([CH3:19])[C:16]([CH3:22])([CH3:21])[O:15]2)[O:18][C:17]([CH3:20])([CH3:19])[C:16]([CH3:22])([CH3:21])[O:15]1.C([O-])(=O)C.[K+]. (3) The reactants are: [F:1][C:2]([F:21])([F:20])[C:3]([N:5]1[CH2:11][CH:10]([CH3:12])[C:9]2[CH:13]=[C:14]([Br:19])[C:15]([O:17]C)=[CH:16][C:8]=2[CH2:7][CH2:6]1)=[O:4].B(Br)(Br)Br. Given the product [F:20][C:2]([F:1])([F:21])[C:3]([N:5]1[CH2:11][CH:10]([CH3:12])[C:9]2[CH:13]=[C:14]([Br:19])[C:15]([OH:17])=[CH:16][C:8]=2[CH2:7][CH2:6]1)=[O:4], predict the reactants needed to synthesize it. (4) The reactants are: C([O:8][C:9]1[CH:14]=[CH:13][C:12]([N:15]([C:65]2[CH:70]=[CH:69][CH:68]=[CH:67][CH:66]=2)[C:16]([C:18]2[C:26]3[C:21](=[CH:22][CH:23]=[CH:24][CH:25]=3)[N:20]([C:27]3[CH:53]=[CH:52][C:51]([NH:54][C:55](=[O:64])[CH2:56][S:57][C:58]4[CH:63]=[CH:62][CH:61]=[CH:60][CH:59]=4)=[CH:50][C:28]=3[C:29]([N:31]3[C@H:40]([CH2:41][NH:42]C(=O)OC(C)(C)C)[CH2:39][C:38]4[C:33](=[CH:34][CH:35]=[CH:36][CH:37]=4)[CH2:32]3)=[O:30])[CH:19]=2)=[O:17])=[CH:11][CH:10]=1)C1C=CC=CC=1.B(Cl)(Cl)Cl.CO.C(N(CC)CC)C. Given the product [NH2:42][CH2:41][C@@H:40]1[CH2:39][C:38]2[C:33](=[CH:34][CH:35]=[CH:36][CH:37]=2)[CH2:32][N:31]1[C:29]([C:28]1[CH:50]=[C:51]([NH:54][C:55](=[O:64])[CH2:56][S:57][C:58]2[CH:59]=[CH:60][CH:61]=[CH:62][CH:63]=2)[CH:52]=[CH:53][C:27]=1[N:20]1[C:21]2[C:26](=[CH:25][CH:24]=[CH:23][CH:22]=2)[C:18]([C:16]([N:15]([C:12]2[CH:11]=[CH:10][C:9]([OH:8])=[CH:14][CH:13]=2)[C:65]2[CH:66]=[CH:67][CH:68]=[CH:69][CH:70]=2)=[O:17])=[CH:19]1)=[O:30], predict the reactants needed to synthesize it. (5) Given the product [Cl:1][C:2]1[CH:7]=[CH:6][C:5]([C:8]2[CH:9]=[C:10]([NH:19][C:20](=[O:27])[C:21]3[CH:26]=[CH:25][CH:24]=[N:23][CH:22]=3)[CH:11]=[N:12][C:13]=2[O:14][CH2:15][CH:16]2[CH2:18][CH2:17]2)=[CH:4][CH:3]=1, predict the reactants needed to synthesize it. The reactants are: [Cl:1][C:2]1[CH:7]=[CH:6][C:5]([C:8]2[CH:9]=[C:10]([NH2:19])[CH:11]=[N:12][C:13]=2[O:14][CH2:15][CH:16]2[CH2:18][CH2:17]2)=[CH:4][CH:3]=1.[C:20](O)(=[O:27])[C:21]1[CH:26]=[CH:25][CH:24]=[N:23][CH:22]=1. (6) Given the product [CH3:8][N:9]1[CH2:13][CH:12]([C:14]([OH:16])=[O:15])[N:11]([CH2:21][C:22]([F:24])([F:23])[F:25])[C:10]1=[O:26], predict the reactants needed to synthesize it. The reactants are: FC(F)(F)C(O)=O.[CH3:8][N:9]1[CH2:13][CH:12]([C:14]([O:16]C(C)(C)C)=[O:15])[N:11]([CH2:21][C:22]([F:25])([F:24])[F:23])[C:10]1=[O:26]. (7) Given the product [C:13]([O:17][C:18](=[O:19])[N:20]([CH3:21])[C@@H:22]([C:23](=[O:25])[NH:47][CH2:46][C:45]([F:49])([F:48])[F:44])[CH2:26][C:27]1[CH:32]=[CH:31][CH:30]=[CH:29][CH:28]=1)([CH3:14])([CH3:15])[CH3:16], predict the reactants needed to synthesize it. The reactants are: Cl.CN(C)CCCN=C=NCC.[C:13]([O:17][C:18]([N:20]([C@H:22]([CH2:26][C:27]1[CH:32]=[CH:31][CH:30]=[CH:29][CH:28]=1)[C:23]([OH:25])=O)[CH3:21])=[O:19])([CH3:16])([CH3:15])[CH3:14].O.ON1C2C=CC=CC=2N=N1.[F:44][C:45]([F:49])([F:48])[CH2:46][NH2:47].C(N(C(C)C)C(C)C)C. (8) Given the product [Cl:1][C:2]1[C:7]([CH3:8])=[CH:6][C:5]([C@H:9]([NH2:11])[CH3:10])=[CH:4][C:3]=1[CH3:18], predict the reactants needed to synthesize it. The reactants are: [Cl:1][C:2]1[C:7]([CH3:8])=[CH:6][C:5]([C@H:9]([NH:11][S@](C(C)(C)C)=O)[CH3:10])=[CH:4][C:3]=1[CH3:18].Cl. (9) Given the product [CH:23]1([CH2:27][NH:26][C:4]([CH:1]2[CH2:3][CH2:2]2)=[O:6])[CH2:21][CH2:22]1, predict the reactants needed to synthesize it. The reactants are: [CH:1]1([C:4]([OH:6])=O)[CH2:3][CH2:2]1.CCN=C=NCCCN(C)C.OC1[C:27]2[N:26]=NN[C:23]=2[CH:22]=[CH:21]C=1.C(N(CC)CC)C.C1(CN)CC1. (10) Given the product [ClH:32].[OH:2][C:3]1[N:8]=[CH:7][C:6]([C:9]2[O:10][C:11]3[CH:27]=[CH:26][C:25]([NH:28][C:29](=[NH:31])[CH3:30])=[CH:24][C:12]=3[C:13](=[O:23])[C:14]=2[O:15][CH2:16][C:17]2[CH:18]=[CH:19][CH:20]=[CH:21][CH:22]=2)=[CH:5][CH:4]=1, predict the reactants needed to synthesize it. The reactants are: C[O:2][C:3]1[N:8]=[CH:7][C:6]([C:9]2[O:10][C:11]3[CH:27]=[CH:26][C:25]([NH:28][C:29](=[NH:31])[CH3:30])=[CH:24][C:12]=3[C:13](=[O:23])[C:14]=2[O:15][CH2:16][C:17]2[CH:22]=[CH:21][CH:20]=[CH:19][CH:18]=2)=[CH:5][CH:4]=1.[ClH:32].